From a dataset of Forward reaction prediction with 1.9M reactions from USPTO patents (1976-2016). Predict the product of the given reaction. (1) Given the reactants C([O:3][C:4]([CH:6]1[CH2:12][CH2:11][C:10]2[C:13]([O:17][CH3:18])=[CH:14][CH:15]=[CH:16][C:9]=2[C:8](=[O:19])[CH2:7]1)=[O:5])C, predict the reaction product. The product is: [CH3:18][O:17][C:13]1[C:10]2[CH2:11][CH2:12][CH:6]([C:4]([OH:5])=[O:3])[CH2:7][C:8](=[O:19])[C:9]=2[CH:16]=[CH:15][CH:14]=1. (2) Given the reactants [Cl:1][C:2]1[CH:31]=[CH:30][C:5]([CH2:6][NH:7][C:8]2[N:13]=[C:12]([O:14][CH2:15][C:16]([F:19])([F:18])[F:17])[N:11]=[C:10]([NH:20][C:21]3[CH:29]=[CH:28][C:24]([C:25](Cl)=[O:26])=[CH:23][CH:22]=3)[N:9]=2)=[CH:4][CH:3]=1.[NH2:32][CH2:33][CH2:34][CH2:35][CH2:36][NH:37][C:38]([NH2:40])=[NH:39], predict the reaction product. The product is: [Cl:1][C:2]1[CH:31]=[CH:30][C:5]([CH2:6][NH:7][C:8]2[N:13]=[C:12]([O:14][CH2:15][C:16]([F:17])([F:18])[F:19])[N:11]=[C:10]([NH:20][C:21]3[CH:22]=[CH:23][C:24]([C:25]([NH:32][CH2:33][CH2:34][CH2:35][CH2:36][NH:37][C:38]([NH2:40])=[NH:39])=[O:26])=[CH:28][CH:29]=3)[N:9]=2)=[CH:4][CH:3]=1. (3) Given the reactants [Br:1][C:2]1[CH:3]=[CH:4][C:5]([NH:8][C:9]([NH2:11])=[S:10])=[N:6][CH:7]=1.[CH2:12]([O:14][C:15](=[O:20])[C:16](=O)[CH2:17]Br)[CH3:13].O, predict the reaction product. The product is: [CH2:12]([O:14][C:15]([C:16]1[N:11]=[C:9]([NH:8][C:5]2[CH:4]=[CH:3][C:2]([Br:1])=[CH:7][N:6]=2)[S:10][CH:17]=1)=[O:20])[CH3:13]. (4) Given the reactants [Cl:1][C:2]1[CH:7]=[CH:6][C:5]([N:8]=[C:9]=[O:10])=[CH:4][C:3]=1[C:11]([F:14])([F:13])[F:12].O1CCCC1.[CH3:20][C:21]1[CH:27]=[CH:26][C:24]([NH2:25])=[CH:23][C:22]=1[N+:28]([O-:30])=[O:29], predict the reaction product. The product is: [Cl:1][C:2]1[CH:7]=[CH:6][C:5]([NH:8][C:9]([NH:25][C:24]2[CH:26]=[CH:27][C:21]([CH3:20])=[C:22]([N+:28]([O-:30])=[O:29])[CH:23]=2)=[O:10])=[CH:4][C:3]=1[C:11]([F:12])([F:13])[F:14].